Dataset: Full USPTO retrosynthesis dataset with 1.9M reactions from patents (1976-2016). Task: Predict the reactants needed to synthesize the given product. (1) Given the product [F:19][C:3]1[C:2]([C:24]#[C:23][C:22]([OH:25])([CH3:26])[CH2:21][F:20])=[CH:18][C:6]2[C:7]3[N:8]([CH:12]=[C:13]([C:15]([NH2:17])=[O:16])[N:14]=3)[CH2:9][CH2:10][O:11][C:5]=2[CH:4]=1, predict the reactants needed to synthesize it. The reactants are: Br[C:2]1[C:3]([F:19])=[CH:4][C:5]2[O:11][CH2:10][CH2:9][N:8]3[CH:12]=[C:13]([C:15]([NH2:17])=[O:16])[N:14]=[C:7]3[C:6]=2[CH:18]=1.[F:20][CH2:21][C:22]([CH3:26])([OH:25])[C:23]#[CH:24]. (2) Given the product [CH3:12][O:11][C:4]1[CH:3]=[C:2]([NH:13][CH:14]2[CH2:15][N:16]([C:18]([O:20][C:21]([CH3:24])([CH3:23])[CH3:22])=[O:19])[CH2:17]2)[CH:7]=[CH:6][C:5]=1[N+:8]([O-:10])=[O:9], predict the reactants needed to synthesize it. The reactants are: F[C:2]1[CH:7]=[CH:6][C:5]([N+:8]([O-:10])=[O:9])=[C:4]([O:11][CH3:12])[CH:3]=1.[NH2:13][CH:14]1[CH2:17][N:16]([C:18]([O:20][C:21]([CH3:24])([CH3:23])[CH3:22])=[O:19])[CH2:15]1.C(N(CC)CC)C.CS(C)=O.